This data is from Full USPTO retrosynthesis dataset with 1.9M reactions from patents (1976-2016). The task is: Predict the reactants needed to synthesize the given product. Given the product [CH2:24]([O:26][C:27]([C:29]1[CH:34]=[CH:33][C:32]([CH2:35][O:23][C:4]2[CH:5]=[CH:6][C:7]([CH:8]([CH3:22])[C:9]([OH:21])([C:14]3[CH:19]=[CH:18][N:17]=[C:16]([CH3:20])[CH:15]=3)[C:10]([F:13])([F:11])[F:12])=[C:2]([Cl:1])[CH:3]=2)=[CH:31][N:30]=1)=[O:28])[CH3:25], predict the reactants needed to synthesize it. The reactants are: [Cl:1][C:2]1[CH:3]=[C:4]([OH:23])[CH:5]=[CH:6][C:7]=1[CH:8]([CH3:22])[C:9]([OH:21])([C:14]1[CH:19]=[CH:18][N:17]=[C:16]([CH3:20])[CH:15]=1)[C:10]([F:13])([F:12])[F:11].[CH2:24]([O:26][C:27]([C:29]1[CH:34]=[CH:33][C:32]([CH2:35]Cl)=[CH:31][N:30]=1)=[O:28])[CH3:25].